This data is from Forward reaction prediction with 1.9M reactions from USPTO patents (1976-2016). The task is: Predict the product of the given reaction. (1) Given the reactants [Br:1][C:2]1[C:3](Cl)=[N:4][C:5]([Cl:8])=[N:6][CH:7]=1.[C:10]([O:14][C:15]([N:17]1[CH2:20][C:19]2([CH2:23][CH:22]([NH2:24])[CH2:21]2)[CH2:18]1)=[O:16])([CH3:13])([CH3:12])[CH3:11].C(N(C(C)C)C(C)C)C, predict the reaction product. The product is: [C:10]([O:14][C:15]([N:17]1[CH2:18][C:19]2([CH2:21][CH:22]([NH:24][C:3]3[C:2]([Br:1])=[CH:7][N:6]=[C:5]([Cl:8])[N:4]=3)[CH2:23]2)[CH2:20]1)=[O:16])([CH3:13])([CH3:11])[CH3:12]. (2) Given the reactants OS(O)(=O)=O.[OH:6][C:7]1[C:8]([C:17]([OH:19])=[O:18])=[N:9][C:10]2[C:15]([N:16]=1)=[CH:14][CH:13]=[CH:12][CH:11]=2.[CH3:20]O, predict the reaction product. The product is: [OH:6][C:7]1[C:8]([C:17]([O:19][CH3:20])=[O:18])=[N:9][C:10]2[C:15]([N:16]=1)=[CH:14][CH:13]=[CH:12][CH:11]=2. (3) The product is: [CH2:1]([O:8][C:9]1[CH:10]=[CH:11][C:12]([O:15][C:16](=[O:18])[CH3:17])=[CH:13][CH:14]=1)[C:2]1[CH:3]=[CH:4][CH:5]=[CH:6][CH:7]=1. Given the reactants [CH2:1]([O:8][C:9]1[CH:14]=[CH:13][C:12]([OH:15])=[CH:11][CH:10]=1)[C:2]1[CH:7]=[CH:6][CH:5]=[CH:4][CH:3]=1.[C:16](OC(=O)C)(=[O:18])[CH3:17], predict the reaction product. (4) Given the reactants [F:1][C:2]1[CH:7]=[C:6]([N:8]2[C:16]3[C:11](=[C:12]([O:17]CC4C=CC=CC=4)[CH:13]=[CH:14][CH:15]=3)[CH:10]=[C:9]2[CH3:25])[CH:5]=[CH:4][C:3]=1[OH:26], predict the reaction product. The product is: [F:1][C:2]1[CH:7]=[C:6]([N:8]2[C:16]3[CH:15]=[CH:14][CH:13]=[C:12]([OH:17])[C:11]=3[CH:10]=[C:9]2[CH3:25])[CH:5]=[CH:4][C:3]=1[OH:26].